From a dataset of NCI-60 drug combinations with 297,098 pairs across 59 cell lines. Regression. Given two drug SMILES strings and cell line genomic features, predict the synergy score measuring deviation from expected non-interaction effect. (1) Drug 1: CC1=C(C=C(C=C1)NC2=NC=CC(=N2)N(C)C3=CC4=NN(C(=C4C=C3)C)C)S(=O)(=O)N.Cl. Drug 2: CCN(CC)CCCC(C)NC1=C2C=C(C=CC2=NC3=C1C=CC(=C3)Cl)OC. Cell line: HCT-15. Synergy scores: CSS=25.6, Synergy_ZIP=8.12, Synergy_Bliss=6.18, Synergy_Loewe=-17.9, Synergy_HSA=4.43. (2) Drug 1: CC(C)(C#N)C1=CC(=CC(=C1)CN2C=NC=N2)C(C)(C)C#N. Drug 2: CC(C)NC(=O)C1=CC=C(C=C1)CNNC.Cl. Cell line: SF-295. Synergy scores: CSS=-2.91, Synergy_ZIP=1.78, Synergy_Bliss=0.153, Synergy_Loewe=-1.17, Synergy_HSA=-3.35. (3) Drug 1: CC(C1=C(C=CC(=C1Cl)F)Cl)OC2=C(N=CC(=C2)C3=CN(N=C3)C4CCNCC4)N. Drug 2: C1=NC2=C(N1)C(=S)N=C(N2)N. Cell line: SK-MEL-2. Synergy scores: CSS=17.6, Synergy_ZIP=-2.19, Synergy_Bliss=-1.23, Synergy_Loewe=-4.36, Synergy_HSA=-3.89. (4) Drug 1: C1C(C(OC1N2C=C(C(=O)NC2=O)F)CO)O. Drug 2: C1=CC=C(C(=C1)C(C2=CC=C(C=C2)Cl)C(Cl)Cl)Cl. Cell line: HT29. Synergy scores: CSS=17.1, Synergy_ZIP=-2.80, Synergy_Bliss=-0.278, Synergy_Loewe=-11.6, Synergy_HSA=-2.33.